Dataset: Catalyst prediction with 721,799 reactions and 888 catalyst types from USPTO. Task: Predict which catalyst facilitates the given reaction. Reactant: [CH3:1][O:2][CH2:3][CH:4]1[CH2:9][CH2:8][CH2:7][N:6](C(OC(C)(C)C)=O)[CH2:5]1.FC(F)(F)C(O)=O. Product: [CH3:1][O:2][CH2:3][CH:4]1[CH2:9][CH2:8][CH2:7][NH:6][CH2:5]1. The catalyst class is: 2.